The task is: Predict the product of the given reaction.. This data is from Forward reaction prediction with 1.9M reactions from USPTO patents (1976-2016). (1) Given the reactants COC1C=C(C=CC=1)C[N:7]([CH2:18][C:19]1[CH:28]=[CH:27][C:22](C(OC)=O)=C[CH:20]=1)S(C1C=CC(Cl)=CC=1)(=O)=O.[Cl:32][C:33]1[CH:38]=[CH:37][C:36]([S:39]([NH:42][CH2:43][C:44]2[CH:49]=[CH:48][C:47]([C:50]#[N:51])=[CH:46][CH:45]=2)(=[O:41])=[O:40])=[CH:35][CH:34]=1.Cl.N1C=CC=C(CCl)C=1, predict the reaction product. The product is: [Cl:32][C:33]1[CH:38]=[CH:37][C:36]([S:39]([N:42]([CH2:43][C:44]2[CH:49]=[CH:48][C:47]([C:50]#[N:51])=[CH:46][CH:45]=2)[CH2:20][C:19]2[CH:18]=[N:7][CH:22]=[CH:27][CH:28]=2)(=[O:40])=[O:41])=[CH:35][CH:34]=1. (2) Given the reactants [CH:1]1[CH:2]=[CH:3][C:4]2[NH:11][C:9](=[O:10])[CH:8]=[C:7]([CH2:12][CH:13]([NH:17][C:18]([C:20]3[CH:21]=[CH:22][C:23]([Cl:26])=[CH:24][CH:25]=3)=[O:19])[C:14]([OH:16])=[O:15])[C:5]=2[CH:6]=1.Cl.Cl[CH2:29][CH2:30][N:31]1[CH2:36][CH2:35][O:34][CH2:33][CH2:32]1, predict the reaction product. The product is: [Cl:26][C:23]1[CH:24]=[CH:25][C:20]([C:18]([NH:17][CH:13]([CH2:12][C:7]2[C:5]3[C:4](=[CH:3][CH:2]=[CH:1][CH:6]=3)[NH:11][C:9](=[O:10])[CH:8]=2)[C:14]([O:16][CH2:29][CH2:30][N:31]2[CH2:36][CH2:35][O:34][CH2:33][CH2:32]2)=[O:15])=[O:19])=[CH:21][CH:22]=1. (3) Given the reactants [N:1]([C:4]1[CH:36]=[CH:35][C:7]2[NH:8][C:9]([C:14]3[C:15](=[O:34])[N:16]([CH2:26][C:27]4[CH:32]=[CH:31][C:30]([F:33])=[CH:29][CH:28]=4)[C@@H:17]4[C@H:22]([C:23]=3[OH:24])[C@@H:21]3[CH2:25][C@H:18]4[CH2:19][CH2:20]3)=[N:10][S:11](=[O:13])(=[O:12])[C:6]=2[CH:5]=1)=[N+]=[N-], predict the reaction product. The product is: [NH2:1][C:4]1[CH:36]=[CH:35][C:7]2[NH:8][C:9]([C:14]3[C:15](=[O:34])[N:16]([CH2:26][C:27]4[CH:28]=[CH:29][C:30]([F:33])=[CH:31][CH:32]=4)[C@@H:17]4[C@H:22]([C:23]=3[OH:24])[C@@H:21]3[CH2:25][C@H:18]4[CH2:19][CH2:20]3)=[N:10][S:11](=[O:12])(=[O:13])[C:6]=2[CH:5]=1. (4) Given the reactants [CH3:1][O:2][C:3]1[CH:4]=[C:5]2[C:10](=[CH:11][C:12]=1B1OC(C)(C)C(C)(C)O1)[C:9]1=[CH:22][N:23]=[CH:24][N:8]1[CH2:7][CH2:6]2.Cl[C:26]1[N:31]=[N:30][C:29]([N:32]([CH3:43])[CH:33]2[CH2:38][C:37]([CH3:40])([CH3:39])[NH:36][C:35]([CH3:42])([CH3:41])[CH2:34]2)=[CH:28][CH:27]=1, predict the reaction product. The product is: [CH3:1][O:2][C:3]1[CH:4]=[C:5]2[C:10](=[CH:11][C:12]=1[C:26]1[N:31]=[N:30][C:29]([N:32]([CH3:43])[CH:33]3[CH2:38][C:37]([CH3:39])([CH3:40])[NH:36][C:35]([CH3:42])([CH3:41])[CH2:34]3)=[CH:28][CH:27]=1)[C:9]1=[CH:22][N:23]=[CH:24][N:8]1[CH2:7][CH2:6]2. (5) Given the reactants [Cl:1][C:2]1[CH:11]=[C:10]([Cl:12])[CH:9]=[C:8]2[C:3]=1[C:4](=[O:22])[C:5]([C:15]1[CH:20]=[CH:19][C:18](O)=[CH:17][CH:16]=1)([CH3:14])[C:6](=[O:13])[NH:7]2.C(N(CC)CC)C.[CH3:30][C@H:31]([N:38]=[C:39]=[O:40])[C:32]1[CH:37]=[CH:36][CH:35]=[CH:34][CH:33]=1, predict the reaction product. The product is: [C:32]1([C@@H:31]([NH:38][C:39]([C:18]2[CH:19]=[CH:20][C:15]([C:5]3([CH3:14])[C:4](=[O:22])[C:3]4[C:8](=[CH:9][C:10]([Cl:12])=[CH:11][C:2]=4[Cl:1])[NH:7][C:6]3=[O:13])=[CH:16][CH:17]=2)=[O:40])[CH3:30])[CH:37]=[CH:36][CH:35]=[CH:34][CH:33]=1. (6) Given the reactants Cl.[CH3:2][CH:3]1[CH:9]([CH3:10])[CH2:8][N:7]([C:11](=[O:24])[C:12]2[CH:17]=[C:16]([CH3:18])[CH:15]=[CH:14][C:13]=2[N:19]2[N:23]=[CH:22][CH:21]=[N:20]2)[CH2:6][CH2:5][NH:4]1.Cl[C:26]1[N:35]=[CH:34][C:33]2[C:28](=[CH:29][CH:30]=[C:31]([F:36])[CH:32]=2)[N:27]=1.C(N(CC)CC)C.C(=O)([O-])[O-].[K+].[K+], predict the reaction product. The product is: [CH3:10][CH:9]1[CH:3]([CH3:2])[N:4]([C:26]2[N:35]=[CH:34][C:33]3[C:28](=[CH:29][CH:30]=[C:31]([F:36])[CH:32]=3)[N:27]=2)[CH2:5][CH2:6][N:7]([C:11](=[O:24])[C:12]2[CH:17]=[C:16]([CH3:18])[CH:15]=[CH:14][C:13]=2[N:19]2[N:23]=[CH:22][CH:21]=[N:20]2)[CH2:8]1. (7) Given the reactants [H-].[Na+].[Cl:3][C:4]1[CH:12]=[C:11]([Cl:13])[CH:10]=[C:9]2[C:5]=1[CH:6]=[C:7]([C:14]([O:16][CH2:17][CH3:18])=[O:15])[NH:8]2.I[CH3:20], predict the reaction product. The product is: [Cl:3][C:4]1[CH:12]=[C:11]([Cl:13])[CH:10]=[C:9]2[C:5]=1[CH:6]=[C:7]([C:14]([O:16][CH2:17][CH3:18])=[O:15])[N:8]2[CH3:20].